This data is from Catalyst prediction with 721,799 reactions and 888 catalyst types from USPTO. The task is: Predict which catalyst facilitates the given reaction. (1) Reactant: [C:1]([C:3]1[C:4]([NH:8][C:9](=[O:15])[O:10][C:11]([CH3:14])([CH3:13])[CH3:12])=[CH:5][S:6][CH:7]=1)#[N:2].Cl.[NH2:17][OH:18].C(N(CC)CC)C. Product: [NH2:2][C:1](=[N:17][OH:18])[C:3]1[C:4]([NH:8][C:9](=[O:15])[O:10][C:11]([CH3:12])([CH3:14])[CH3:13])=[CH:5][S:6][CH:7]=1. The catalyst class is: 5. (2) Reactant: [CH3:1][N:2]1[CH2:6][CH2:5][CH2:4][C@H:3]1[CH2:7][O:8][C:9]1[CH:21]=[CH:20][C:12]([C:13]([O:15]C(C)(C)C)=[O:14])=[C:11]([N:22]([CH:29]2[CH2:34][CH2:33][O:32][CH2:31][CH2:30]2)[C:23](=[O:28])[C:24]([F:27])([F:26])[F:25])[CH:10]=1.Cl.[O:36]1CCOCC1. Product: [F:25][C:24]([F:27])([F:26])[C:23]([OH:28])=[O:36].[CH3:1][N:2]1[CH2:6][CH2:5][CH2:4][C@H:3]1[CH2:7][O:8][C:9]1[CH:21]=[CH:20][C:12]([C:13]([OH:15])=[O:14])=[C:11]([N:22]([CH:29]2[CH2:30][CH2:31][O:32][CH2:33][CH2:34]2)[C:23](=[O:28])[C:24]([F:25])([F:27])[F:26])[CH:10]=1. The catalyst class is: 2. (3) Reactant: O[CH:2]1[CH2:5][N:4]([C:6]([O:8][C:9]([CH3:12])([CH3:11])[CH3:10])=[O:7])[CH2:3]1.N1C=CN=C1.C1(P(C2C=CC=CC=2)C2C=CC=CC=2)C=CC=CC=1.[I:37]I.C([O-])(O)=O.[Na+]. Product: [I:37][CH:2]1[CH2:5][N:4]([C:6]([O:8][C:9]([CH3:12])([CH3:11])[CH3:10])=[O:7])[CH2:3]1. The catalyst class is: 11.